This data is from NCI-60 drug combinations with 297,098 pairs across 59 cell lines. The task is: Regression. Given two drug SMILES strings and cell line genomic features, predict the synergy score measuring deviation from expected non-interaction effect. (1) Drug 1: CC1=C2C(C(=O)C3(C(CC4C(C3C(C(C2(C)C)(CC1OC(=O)C(C(C5=CC=CC=C5)NC(=O)OC(C)(C)C)O)O)OC(=O)C6=CC=CC=C6)(CO4)OC(=O)C)OC)C)OC. Drug 2: CC=C1C(=O)NC(C(=O)OC2CC(=O)NC(C(=O)NC(CSSCCC=C2)C(=O)N1)C(C)C)C(C)C. Cell line: RPMI-8226. Synergy scores: CSS=61.1, Synergy_ZIP=-4.17, Synergy_Bliss=-7.67, Synergy_Loewe=-8.95, Synergy_HSA=-5.22. (2) Drug 1: CC1CCC2CC(C(=CC=CC=CC(CC(C(=O)C(C(C(=CC(C(=O)CC(OC(=O)C3CCCCN3C(=O)C(=O)C1(O2)O)C(C)CC4CCC(C(C4)OC)O)C)C)O)OC)C)C)C)OC. Drug 2: CCN(CC)CCNC(=O)C1=C(NC(=C1C)C=C2C3=C(C=CC(=C3)F)NC2=O)C. Cell line: M14. Synergy scores: CSS=11.0, Synergy_ZIP=-5.98, Synergy_Bliss=-4.73, Synergy_Loewe=-9.31, Synergy_HSA=-4.56. (3) Drug 1: CN(C)N=NC1=C(NC=N1)C(=O)N. Drug 2: CC(C1=C(C=CC(=C1Cl)F)Cl)OC2=C(N=CC(=C2)C3=CN(N=C3)C4CCNCC4)N. Cell line: OVCAR3. Synergy scores: CSS=3.68, Synergy_ZIP=0.0468, Synergy_Bliss=3.80, Synergy_Loewe=0.925, Synergy_HSA=1.18. (4) Drug 1: C1CNP(=O)(OC1)N(CCCl)CCCl. Drug 2: CC12CCC3C(C1CCC2OP(=O)(O)O)CCC4=C3C=CC(=C4)OC(=O)N(CCCl)CCCl.[Na+]. Cell line: HCT116. Synergy scores: CSS=18.8, Synergy_ZIP=-5.48, Synergy_Bliss=3.04, Synergy_Loewe=2.55, Synergy_HSA=4.04. (5) Drug 1: C1=C(C(=O)NC(=O)N1)N(CCCl)CCCl. Drug 2: COCCOC1=C(C=C2C(=C1)C(=NC=N2)NC3=CC=CC(=C3)C#C)OCCOC.Cl. Cell line: A549. Synergy scores: CSS=35.3, Synergy_ZIP=6.69, Synergy_Bliss=7.00, Synergy_Loewe=7.48, Synergy_HSA=8.49.